Dataset: NCI-60 drug combinations with 297,098 pairs across 59 cell lines. Task: Regression. Given two drug SMILES strings and cell line genomic features, predict the synergy score measuring deviation from expected non-interaction effect. Drug 1: C1=NC(=NC(=O)N1C2C(C(C(O2)CO)O)O)N. Cell line: IGROV1. Synergy scores: CSS=34.1, Synergy_ZIP=-11.3, Synergy_Bliss=-1.20, Synergy_Loewe=-7.53, Synergy_HSA=0.520. Drug 2: C1=NC2=C(N1)C(=S)N=CN2.